Dataset: Reaction yield outcomes from USPTO patents with 853,638 reactions. Task: Predict the reaction yield, written as a fraction of the theoretical maximum amount of product (1.0 means a 100% yield; for example, 0.34 means a 34% yield). The reactants are [Cl:1][C:2]1[CH:3]=[C:4]([C@H:9]2[C:18]3[C:13](=[CH:14][CH:15]=[CH:16][CH:17]=3)[C:12]([NH:19][C:20](=[O:22])[CH3:21])=[CH:11][CH2:10]2)[CH:5]=[CH:6][C:7]=1[Cl:8]. The catalyst is C(O)(C)C. The product is [Cl:1][C:2]1[CH:3]=[C:4]([C@H:9]2[C:18]3[C:13](=[CH:14][CH:15]=[CH:16][CH:17]=3)[C@H:12]([NH:19][C:20](=[O:22])[CH3:21])[CH2:11][CH2:10]2)[CH:5]=[CH:6][C:7]=1[Cl:8]. The yield is 0.830.